This data is from Full USPTO retrosynthesis dataset with 1.9M reactions from patents (1976-2016). The task is: Predict the reactants needed to synthesize the given product. (1) The reactants are: CO[C:3]1([O:21]C)[CH2:6][C:5]([C:10]2[CH:15]=[CH:14][CH:13]=[C:12]([O:16][C:17]([F:20])([F:19])[F:18])[CH:11]=2)([C:7](N)=[O:8])[CH2:4]1.OS(O)(=O)=O.[CH3:28][CH2:29][OH:30]. Given the product [O:21]=[C:3]1[CH2:6][C:5]([C:10]2[CH:15]=[CH:14][CH:13]=[C:12]([O:16][C:17]([F:20])([F:18])[F:19])[CH:11]=2)([C:7]([O:30][CH2:29][CH3:28])=[O:8])[CH2:4]1, predict the reactants needed to synthesize it. (2) Given the product [Cl:15][C:13]1[C:14]2[N:9]([C:8]([CH:16]3[CH2:20][CH2:19][CH2:18][O:17]3)=[CH:7][C:6]=2[C:4]([OH:5])=[O:3])[CH:10]=[CH:11][CH:12]=1, predict the reactants needed to synthesize it. The reactants are: C([O:3][C:4]([C:6]1[CH:7]=[C:8]([CH:16]2[CH2:20][CH2:19][CH2:18][O:17]2)[N:9]2[C:14]=1[C:13]([Cl:15])=[CH:12][CH:11]=[CH:10]2)=[O:5])C.[OH-].[K+].O. (3) Given the product [F:18][CH:2]([F:1])[S:3][C:5]1[C:14](=[O:15])[C:13]2[C:8](=[CH:9][C:10]([F:16])=[CH:11][CH:12]=2)[N:7]([CH3:17])[CH:6]=1, predict the reactants needed to synthesize it. The reactants are: [F:1][CH:2]([F:18])[S:3]([C:5]1[C:14](=[O:15])[C:13]2[C:8](=[CH:9][C:10]([F:16])=[CH:11][CH:12]=2)[N:7]([CH3:17])[CH:6]=1)=O.FC1C=C2C(C(=O)C(SCF)=CN2C)=CC=1. (4) Given the product [C:19]1([C:16]2[N:15]=[N:14][C:13]([S:11][CH2:10][CH2:9][NH2:8])=[CH:18][CH:17]=2)[CH:20]=[CH:21][CH:22]=[CH:23][CH:24]=1, predict the reactants needed to synthesize it. The reactants are: CC(C)([O-])C.[Na+].Cl.[NH2:8][CH2:9][CH2:10][SH:11].Cl[C:13]1[N:14]=[N:15][C:16]([C:19]2[CH:24]=[CH:23][CH:22]=[CH:21][CH:20]=2)=[CH:17][CH:18]=1.C(OCC)(=O)C.